Task: Predict the reactants needed to synthesize the given product.. Dataset: Full USPTO retrosynthesis dataset with 1.9M reactions from patents (1976-2016) (1) Given the product [F:26][C:27]1[C:35]([O:1][C:2]2[C:7]3=[C:8]([CH3:20])[C:9]([O:11][CH2:12][CH2:13][CH2:14][NH:15][S:16]([CH3:19])(=[O:18])=[O:17])=[CH:10][N:6]3[N:5]=[CH:4][N:3]=2)=[CH:34][CH:33]=[C:32]2[C:28]=1[CH:29]=[C:30]([CH3:37])[NH:31]2, predict the reactants needed to synthesize it. The reactants are: [OH:1][C:2]1[C:7]2=[C:8]([CH3:20])[C:9]([O:11][CH2:12][CH2:13][CH2:14][NH:15][S:16]([CH3:19])(=[O:18])=[O:17])=[CH:10][N:6]2[N:5]=[CH:4][N:3]=1.O=P(Cl)(Cl)Cl.[F:26][C:27]1[C:35](O)=[CH:34][CH:33]=[C:32]2[C:28]=1[CH:29]=[C:30]([CH3:37])[NH:31]2.C([O-])([O-])=O.[K+].[K+]. (2) Given the product [NH2:1][C:2]1[C:3]([C:18]2[NH:38][C:39]3[C:40]([OH:46])=[CH:41][CH:42]=[CH:43][C:44]=3[N:45]=2)=[N:4][C:5]([C:8]2[CH:9]=[CH:10][C:11]([S:14]([CH3:17])(=[O:15])=[O:16])=[CH:12][CH:13]=2)=[CH:6][N:7]=1, predict the reactants needed to synthesize it. The reactants are: [NH2:1][C:2]1[C:3]([C:18](O)=O)=[N:4][C:5]([C:8]2[CH:13]=[CH:12][C:11]([S:14]([CH3:17])(=[O:16])=[O:15])=[CH:10][CH:9]=2)=[CH:6][N:7]=1.C(OP(C#N)(OCC)=O)C.C(N(CC)CC)C.[NH2:38][C:39]1[C:44]([NH2:45])=[CH:43][CH:42]=[CH:41][C:40]=1[OH:46]. (3) The reactants are: [C:1]([O:5][C:6]([NH:8][C:9]1[O:17][C:16]2[C:11](=[N:12][CH:13]=[C:14]([O:18][CH:19]([F:21])[F:20])[CH:15]=2)[C:10]=1[C:22]([O:24]CC)=[O:23])=[O:7])([CH3:4])([CH3:3])[CH3:2].O.[Li+].[OH-].Cl. Given the product [C:1]([O:5][C:6]([NH:8][C:9]1[O:17][C:16]2[C:11](=[N:12][CH:13]=[C:14]([O:18][CH:19]([F:21])[F:20])[CH:15]=2)[C:10]=1[C:22]([OH:24])=[O:23])=[O:7])([CH3:4])([CH3:2])[CH3:3], predict the reactants needed to synthesize it.